Dataset: Full USPTO retrosynthesis dataset with 1.9M reactions from patents (1976-2016). Task: Predict the reactants needed to synthesize the given product. Given the product [C:14]([OH:16])(=[O:15])[CH3:13].[Cl:18][C:19]1[CH:20]=[C:21]([CH:30]=[CH:31][C:32]=1[Cl:33])[CH2:22][N:23]1[CH2:24][CH2:25][CH:26]([NH:29][C:41](=[O:44])[CH2:12][C:10]2[O:11][C:7]([C:1]3[CH:2]=[CH:3][CH:4]=[CH:5][CH:6]=3)=[N:8][N:9]=2)[CH2:27][CH2:28]1, predict the reactants needed to synthesize it. The reactants are: [C:1]1([C:7]2[O:11][C:10]([CH2:12][CH2:13][C:14]([OH:16])=[O:15])=[N:9][N:8]=2)[CH:6]=[CH:5][CH:4]=[CH:3][CH:2]=1.Cl.[Cl:18][C:19]1[CH:20]=[C:21]([CH:30]=[CH:31][C:32]=1[Cl:33])[CH2:22][N:23]1[CH2:28][CH2:27][CH:26]([NH2:29])[CH2:25][CH2:24]1.C(N(CC)CC)C.[C:41](=[O:44])([O-])O.[Na+].